From a dataset of Full USPTO retrosynthesis dataset with 1.9M reactions from patents (1976-2016). Predict the reactants needed to synthesize the given product. (1) Given the product [F:33][C:34]([F:39])([F:38])[C:35]([OH:37])=[O:36].[CH:28]([C:27]1[CH:26]=[C:25]2[C:16]([N:17]3[C:22]([CH2:23][O:24]2)=[N:21][NH:20][C:19](=[O:31])[CH:18]3[CH3:32])=[CH:15][C:14]=1[CH:11]1[CH2:10][CH2:9][NH:8][CH2:13][CH2:12]1)([CH3:29])[CH3:30], predict the reactants needed to synthesize it. The reactants are: C(OC([N:8]1[CH2:13][CH2:12][CH:11]([C:14]2[CH:15]=[C:16]3[C:25](=[CH:26][C:27]=2[CH:28]([CH3:30])[CH3:29])[O:24][CH2:23][C:22]2[N:17]3[CH:18]([CH3:32])[C:19](=[O:31])[NH:20][N:21]=2)[CH2:10][CH2:9]1)=O)(C)(C)C.[F:33][C:34]([F:39])([F:38])[C:35]([OH:37])=[O:36]. (2) Given the product [C:1]([C:3]1[C:4]([C:22]2[N:26]3[CH:27]=[CH:28][CH:29]=[C:30]([CH:31]([F:32])[F:33])[C:25]3=[N:24][CH:23]=2)=[N:5][C:6]([NH:9][CH:10]([C:12]2[CH:13]=[C:14]([CH:19]=[CH:20][CH:21]=2)[C:15]([OH:17])=[O:16])[CH3:11])=[N:7][CH:8]=1)#[N:2], predict the reactants needed to synthesize it. The reactants are: [C:1]([C:3]1[C:4]([C:22]2[N:26]3[CH:27]=[CH:28][CH:29]=[C:30]([CH:31]([F:33])[F:32])[C:25]3=[N:24][CH:23]=2)=[N:5][C:6]([NH:9][CH:10]([C:12]2[CH:13]=[C:14]([CH:19]=[CH:20][CH:21]=2)[C:15]([O:17]C)=[O:16])[CH3:11])=[N:7][CH:8]=1)#[N:2].CO.[OH-].[Na+].Cl. (3) Given the product [CH2:6]([N:8]1[C:12]2[N:13]=[N:14][CH:15]=[C:16]([C:17]3[CH:22]=[CH:21][C:20]([F:23])=[C:19]([I:24])[CH:18]=3)[C:11]=2[N:10]=[CH:9]1)[CH3:7], predict the reactants needed to synthesize it. The reactants are: S(=O)(=O)(O)O.[CH2:6]([N:8]1[C:12]2[N:13]=[N:14][CH:15]=[C:16]([C:17]3[CH:22]=[CH:21][C:20]([F:23])=[CH:19][CH:18]=3)[C:11]=2[N:10]=[CH:9]1)[CH3:7].[I:24]N1C(C)(C)C(=O)N(I)C1=O.[OH-].[Na+]. (4) Given the product [NH2:35][N:15]1[CH:16]=[CH:17][C:13]([CH:12]([F:11])[F:27])=[C:14]1[C:18]([NH:20][C:21]1[CH:22]=[CH:23][CH:24]=[CH:25][CH:26]=1)=[O:19], predict the reactants needed to synthesize it. The reactants are: C[Si]([N-][Si](C)(C)C)(C)C.[Li+].[F:11][CH:12]([F:27])[C:13]1[CH:17]=[CH:16][NH:15][C:14]=1[C:18]([NH:20][C:21]1[CH:26]=[CH:25][CH:24]=[CH:23][CH:22]=1)=[O:19].C1(P(C2C=CC=CC=2)(=O)[NH2:35])C=CC=CC=1.O. (5) The reactants are: [CH3:1][C@@H:2]1[CH2:8][N:7]([C:9]2[CH:14]=[CH:13][CH:12]=[CH:11][CH:10]=2)[CH2:6][C:5]2[CH:15]=[CH:16][C:17]([C:19]([O:21]C)=O)=[CH:18][C:4]=2[O:3]1.[OH-:23].[Na+].[NH2:25]O. Given the product [OH:23][NH:25][C:19]([C:17]1[CH:16]=[CH:15][C:5]2[CH2:6][N:7]([C:9]3[CH:14]=[CH:13][CH:12]=[CH:11][CH:10]=3)[CH2:8][C@@H:2]([CH3:1])[O:3][C:4]=2[CH:18]=1)=[O:21], predict the reactants needed to synthesize it.